Dataset: Full USPTO retrosynthesis dataset with 1.9M reactions from patents (1976-2016). Task: Predict the reactants needed to synthesize the given product. (1) Given the product [C:1]([O:9][C@@H:10]1[CH:15]2[CH2:14][CH2:13][N:12]([CH2:17][CH2:16]2)[CH2:11]1)(=[O:8])[C:2]1[CH:3]=[CH:4][CH:5]=[CH:6][CH:7]=1.[C:23]([C@@H:21]([C@H:19]([C:18]([O-:27])=[O:26])[OH:20])[OH:22])([O-:25])=[O:24], predict the reactants needed to synthesize it. The reactants are: [C:1]([O:9][CH:10]1[CH:15]2[CH2:16][CH2:17][N:12]([CH2:13][CH2:14]2)[CH2:11]1)(=[O:8])[C:2]1[CH:7]=[CH:6][CH:5]=[CH:4][CH:3]=1.[C:18]([OH:27])(=[O:26])[C@@H:19]([C@H:21]([C:23]([OH:25])=[O:24])[OH:22])[OH:20]. (2) Given the product [C:20]([C:17]1[CH:16]=[C:15]([C:13]2[NH:9][C:8]3[C:3]([O:2][CH3:1])=[N:4][C:5]([C:24]4[CH:29]=[CH:28][CH:27]=[CH:26][C:25]=4[C:30]([F:33])([F:32])[F:31])=[CH:6][C:7]=3[N:12]=2)[O:19][N:18]=1)([CH3:23])([CH3:22])[CH3:21], predict the reactants needed to synthesize it. The reactants are: [CH3:1][O:2][C:3]1[C:8]([N+:9]([O-])=O)=[C:7]([NH:12][C:13]([C:15]2[O:19][N:18]=[C:17]([C:20]([CH3:23])([CH3:22])[CH3:21])[CH:16]=2)=O)[CH:6]=[C:5]([C:24]2[CH:29]=[CH:28][CH:27]=[CH:26][C:25]=2[C:30]([F:33])([F:32])[F:31])[N:4]=1.